Task: Predict the product of the given reaction.. Dataset: Forward reaction prediction with 1.9M reactions from USPTO patents (1976-2016) (1) Given the reactants [N+:1]([C:4]1[CH:5]=[C:6]([OH:10])[CH:7]=[CH:8][CH:9]=1)([O-:3])=[O:2].[OH-].[K+].Br[CH2:14][CH:15]([CH2:20][CH3:21])[CH2:16][CH2:17][CH2:18][CH3:19], predict the reaction product. The product is: [CH2:20]([CH:15]([CH2:16][CH2:17][CH2:18][CH3:19])[CH2:14][O:10][C:6]1[CH:7]=[CH:8][CH:9]=[C:4]([N+:1]([O-:3])=[O:2])[CH:5]=1)[CH3:21]. (2) Given the reactants [NH2:1][C@H:2]1[CH2:7][CH2:6][CH2:5][CH2:4][C@H:3]1[NH:8][C:9](=[O:23])[C:10]1[CH:15]=[CH:14][C:13]([C:16]([F:19])([F:18])[F:17])=[CH:12][C:11]=1[CH:20]1[CH2:22][CH2:21]1.[C:24]1(=O)[CH2:28][CH2:27][CH2:26][CH2:25]1, predict the reaction product. The product is: [CH:24]1([NH:1][C@H:2]2[CH2:7][CH2:6][CH2:5][CH2:4][C@H:3]2[NH:8][C:9](=[O:23])[C:10]2[CH:15]=[CH:14][C:13]([C:16]([F:18])([F:19])[F:17])=[CH:12][C:11]=2[CH:20]2[CH2:22][CH2:21]2)[CH2:28][CH2:27][CH2:26][CH2:25]1.